Dataset: Catalyst prediction with 721,799 reactions and 888 catalyst types from USPTO. Task: Predict which catalyst facilitates the given reaction. (1) Reactant: [H-].[Na+].[CH3:3][O:4][CH2:5][CH:6]([OH:8])[CH3:7].[Br:9][C:10]1[CH:15]=[C:14](F)[CH:13]=[CH:12][C:11]=1[N+:17]([O-:19])=[O:18].Cl. Product: [Br:9][C:10]1[CH:15]=[C:14]([O:8][CH:6]([CH3:7])[CH2:5][O:4][CH3:3])[CH:13]=[CH:12][C:11]=1[N+:17]([O-:19])=[O:18]. The catalyst class is: 3. (2) Reactant: [F:1][C:2]1[CH:9]=[C:8]([N:10]2[C:22](=[O:23])[C:14]3[CH:15]=[C:16]4[N:21]([C:13]=3[CH:12]=[N:11]2)[CH2:20][CH2:19][CH2:18][CH2:17]4)[C:5]([CH:6]=[O:7])=[C:4]([C:24]2[CH:29]=[C:28]([NH:30][C:31]3[CH:36]=[CH:35][C:34]([N:37]4[CH2:42][CH2:41][N:40]([CH:43]5[CH2:46][O:45][CH2:44]5)[CH2:39][CH:38]4[CH3:47])=[CH:33][N:32]=3)[C:27](=[O:48])[N:26]([CH3:49])[CH:25]=2)[CH:3]=1.[BH4-].[Na+]. Product: [F:1][C:2]1[CH:3]=[C:4]([C:24]2[CH:29]=[C:28]([NH:30][C:31]3[CH:36]=[CH:35][C:34]([N:37]4[CH2:42][CH2:41][N:40]([CH:43]5[CH2:44][O:45][CH2:46]5)[CH2:39][C@@H:38]4[CH3:47])=[CH:33][N:32]=3)[C:27](=[O:48])[N:26]([CH3:49])[CH:25]=2)[C:5]([CH2:6][OH:7])=[C:8]([N:10]2[C:22](=[O:23])[C:14]3[CH:15]=[C:16]4[N:21]([C:13]=3[CH:12]=[N:11]2)[CH2:20][CH2:19][CH2:18][CH2:17]4)[CH:9]=1. The catalyst class is: 5. (3) Reactant: [CH:1]1([NH:4][C:5]([C:7]2[CH:12]=[CH:11][C:10]([C:13]3[N:17]4[N:18]=[C:19]([C:29](N(OC)C)=[O:30])[CH:20]=[C:21]([NH:22][CH2:23][CH2:24][C:25]([F:28])([F:27])[F:26])[C:16]4=[N:15][CH:14]=3)=[CH:9][C:8]=2[CH3:35])=[O:6])[CH2:3][CH2:2]1.Br[Mg][C:38]1[CH:43]=[CH:42][CH:41]=[C:40]([F:44])[CH:39]=1. Product: [CH:1]1([NH:4][C:5](=[O:6])[C:7]2[CH:12]=[CH:11][C:10]([C:13]3[N:17]4[N:18]=[C:19]([C:29](=[O:30])[C:38]5[CH:43]=[CH:42][CH:41]=[C:40]([F:44])[CH:39]=5)[CH:20]=[C:21]([NH:22][CH2:23][CH2:24][C:25]([F:27])([F:26])[F:28])[C:16]4=[N:15][CH:14]=3)=[CH:9][C:8]=2[CH3:35])[CH2:3][CH2:2]1. The catalyst class is: 1. (4) Reactant: [CH3:1][C:2]1([CH3:24])[CH2:11][CH2:10][C:9]2[C:4](=[CH:5][CH:6]=[C:7]([S:12]([NH:15][CH2:16][C:17]([O:19][C:20]([CH3:23])([CH3:22])[CH3:21])=[O:18])(=[O:14])=[O:13])[CH:8]=2)[O:3]1.Br[CH2:26][C:27]1[CH:28]=[C:29]([C:33]2[CH:38]=[CH:37][CH:36]=[CH:35][CH:34]=2)[CH:30]=[CH:31][CH:32]=1. Product: [C:29]1([C:33]2[CH:34]=[CH:35][CH:36]=[CH:37][CH:38]=2)[CH:30]=[CH:31][CH:32]=[C:27]([CH2:26][N:15]([CH2:16][C:17]([O:19][C:20]([CH3:23])([CH3:22])[CH3:21])=[O:18])[S:12]([C:7]2[CH:8]=[C:9]3[C:4](=[CH:5][CH:6]=2)[O:3][C:2]([CH3:24])([CH3:1])[CH2:11][CH2:10]3)(=[O:14])=[O:13])[CH:28]=1. The catalyst class is: 10.